Dataset: Forward reaction prediction with 1.9M reactions from USPTO patents (1976-2016). Task: Predict the product of the given reaction. (1) Given the reactants [CH:1]([C:3]1[N:4]=[C:5]([CH:8]2[CH2:13][CH2:12][N:11](C(OC(C)(C)C)=O)[CH2:10][CH2:9]2)[S:6][CH:7]=1)=[CH2:2].Cl.C(OCC)C.[OH-].[Na+], predict the reaction product. The product is: [CH:1]([C:3]1[N:4]=[C:5]([CH:8]2[CH2:13][CH2:12][NH:11][CH2:10][CH2:9]2)[S:6][CH:7]=1)=[CH2:2]. (2) The product is: [Br:1][C:2]1[CH:3]=[C:4]([F:10])[C:5]([C:8]([NH:9][C:14](=[O:16])[CH3:15])=[CH2:11])=[N:6][CH:7]=1. Given the reactants [Br:1][C:2]1[CH:3]=[C:4]([F:10])[C:5]([C:8]#[N:9])=[N:6][CH:7]=1.[CH3:11][Mg]Cl.[C:14](OC(=O)C)(=[O:16])[CH3:15], predict the reaction product. (3) Given the reactants [O-]S([O-])=O.[Na+:5].[Na+].[O:7]1[CH2:12][CH2:11][CH:10]([C:13]2[CH:14]=[C:15]3[C:19](=[CH:20][CH:21]=2)[CH2:18][N:17]([C:22]([C:24]2[CH:25]=[C:26]([S:37](Cl)(=[O:39])=[O:38])[CH:27]=[CH:28][C:29]=2[O:30][C@@H:31]([CH3:36])[C:32]([F:35])([F:34])[F:33])=[O:23])[CH2:16]3)[CH2:9][CH2:8]1.C([O-])(O)=O.[Na+], predict the reaction product. The product is: [Na+:5].[O:7]1[CH2:12][CH2:11][CH:10]([C:13]2[CH:14]=[C:15]3[C:19](=[CH:20][CH:21]=2)[CH2:18][N:17]([C:22]([C:24]2[CH:25]=[C:26]([S:37]([O-:39])=[O:38])[CH:27]=[CH:28][C:29]=2[O:30][C@@H:31]([CH3:36])[C:32]([F:34])([F:35])[F:33])=[O:23])[CH2:16]3)[CH2:9][CH2:8]1. (4) Given the reactants [C:1]1([CH3:27])[CH:6]=[CH:5][C:4]([C:7]2[O:15][C:10]3=[CH:11][N:12]=[CH:13][CH:14]=[C:9]3[C:8]=2[NH:16][C:17]2[CH:18]=[C:19]3[C:23](=[CH:24][CH:25]=2)[C:22](=O)[CH2:21][CH2:20]3)=[CH:3][CH:2]=1.[NH2:28][OH:29], predict the reaction product. The product is: [C:1]1([CH3:27])[CH:6]=[CH:5][C:4]([C:7]2[O:15][C:10]3=[CH:11][N:12]=[CH:13][CH:14]=[C:9]3[C:8]=2[NH:16][C:17]2[CH:18]=[C:19]3[C:23](=[CH:24][CH:25]=2)[C:22](=[N:28][OH:29])[CH2:21][CH2:20]3)=[CH:3][CH:2]=1. (5) Given the reactants [Cl:1][C:2]1[C:10]2[C:5](=[CH:6][C:7]([NH:11][C:12](=[O:60])[C@@H:13]([NH:42][C:43]([C@H:45]3[CH2:50][CH2:49][C@H:48]([CH2:51][NH:52]C(=O)OC(C)(C)C)[CH2:47][CH2:46]3)=[O:44])[CH2:14][C:15]3[CH:20]=[CH:19][C:18]([C:21]4[CH:26]=[CH:25][C:24]([C:27](=[O:40])[NH:28][CH:29]5[CH2:34][CH2:33][CH:32]([N:35]([CH2:38][CH3:39])[CH2:36][CH3:37])[CH2:31][CH2:30]5)=[CH:23][C:22]=4[CH3:41])=[CH:17][CH:16]=3)=[CH:8][CH:9]=2)[NH:4][N:3]=1.Cl, predict the reaction product. The product is: [ClH:1].[NH2:52][CH2:51][C@H:48]1[CH2:47][CH2:46][C@H:45]([C:43]([NH:42][C@H:13]([C:12]([NH:11][C:7]2[CH:6]=[C:5]3[C:10]([C:2]([Cl:1])=[N:3][NH:4]3)=[CH:9][CH:8]=2)=[O:60])[CH2:14][C:15]2[CH:16]=[CH:17][C:18]([C:21]3[CH:26]=[CH:25][C:24]([C:27]([NH:28][CH:29]4[CH2:30][CH2:31][CH:32]([N:35]([CH2:36][CH3:37])[CH2:38][CH3:39])[CH2:33][CH2:34]4)=[O:40])=[CH:23][C:22]=3[CH3:41])=[CH:19][CH:20]=2)=[O:44])[CH2:50][CH2:49]1. (6) Given the reactants F[C:2]1[N:7]=[CH:6][C:5]([C:8]2[C:17]3[C:12](=[CH:13][C:14]([O:20][CH3:21])=[C:15]([O:18][CH3:19])[CH:16]=3)[N:11]=[N:10][CH:9]=2)=[CH:4][C:3]=1[CH3:22].[N:23]1[C:32]2[CH2:31][CH2:30][CH2:29][CH:28]([NH2:33])[C:27]=2[CH:26]=[CH:25][CH:24]=1, predict the reaction product. The product is: [CH3:19][O:18][C:15]1[CH:16]=[C:17]2[C:12](=[CH:13][C:14]=1[O:20][CH3:21])[N:11]=[N:10][CH:9]=[C:8]2[C:5]1[CH:4]=[C:3]([CH3:22])[C:2]([NH:33][CH:28]2[CH2:29][CH2:30][CH2:31][C:32]3[N:23]=[CH:24][CH:25]=[CH:26][C:27]2=3)=[N:7][CH:6]=1. (7) Given the reactants N1C2C(=CC=CC=2)C=C1.[CH2:10]=[CH:11][C@@H:12]1[C@@H:17]2[CH2:18][C@@H:19]([C@H:20]([OH:31])[C:21]3[C:30]4[C:25](=[CH:26][CH:27]=[CH:28][CH:29]=4)[N:24]=[CH:23][CH:22]=3)[N:14]([CH2:15][CH2:16]2)[CH2:13]1, predict the reaction product. The product is: [CH2:10]=[CH:11][C@@H:12]1[C@@H:17]2[CH2:18][C@H:19]([C@@H:20]([OH:31])[C:21]3[C:30]4[C:25](=[CH:26][CH:27]=[CH:28][CH:29]=4)[N:24]=[CH:23][CH:22]=3)[N:14]([CH2:15][CH2:16]2)[CH2:13]1.